This data is from Retrosynthesis with 50K atom-mapped reactions and 10 reaction types from USPTO. The task is: Predict the reactants needed to synthesize the given product. Given the product CCOC(=O)[C@@](C)(CCn1cc(C2CCCC2)cn1)S(C)(=O)=O, predict the reactants needed to synthesize it. The reactants are: CCOC(=O)[C@@](C)(CCn1cc(C2=CCCC2)cn1)S(C)(=O)=O.